From a dataset of Full USPTO retrosynthesis dataset with 1.9M reactions from patents (1976-2016). Predict the reactants needed to synthesize the given product. (1) The reactants are: Cl.[CH3:2][O:3][CH2:4][CH:5]1[CH2:10][CH2:9][CH2:8][NH:7][CH2:6]1.[C:11]([O:15][C:16](=[O:26])[NH:17][C@@H:18]1[CH2:23][CH2:22][CH2:21][CH2:20][C@H:19]1[CH:24]=O)([CH3:14])([CH3:13])[CH3:12].C(O[BH-](OC(=O)C)OC(=O)C)(=O)C.[Na+]. Given the product [C:11]([O:15][C:16](=[O:26])[NH:17][C@@H:18]1[CH2:23][CH2:22][CH2:21][CH2:20][C@H:19]1[CH2:24][N:7]1[CH2:8][CH2:9][CH2:10][CH:5]([CH2:4][O:3][CH3:2])[CH2:6]1)([CH3:14])([CH3:12])[CH3:13], predict the reactants needed to synthesize it. (2) Given the product [CH:31]1([CH2:30][C:19]2[C:18]([C:15]3[CH:14]=[CH:13][C:12]([C:8]4([NH:7][C:6](=[O:33])[O:5][C:1]([CH3:4])([CH3:3])[CH3:2])[CH2:9][CH2:10][CH2:11]4)=[CH:17][CH:16]=3)=[N:29][C:22]3[O:23][CH2:24][C:25](=[O:28])[N:26]([CH3:27])[C:21]=3[CH:20]=2)[CH2:34][CH2:32]1, predict the reactants needed to synthesize it. The reactants are: [C:1]([O:5][C:6](=[O:33])[NH:7][C:8]1([C:12]2[CH:17]=[CH:16][C:15]([C:18]3[C:19]([CH2:30][CH:31]=[CH2:32])=[CH:20][C:21]4[N:26]([CH3:27])[C:25](=[O:28])[CH2:24][O:23][C:22]=4[N:29]=3)=[CH:14][CH:13]=2)[CH2:11][CH2:10][CH2:9]1)([CH3:4])([CH3:3])[CH3:2].[CH3:34][Si](C=[N+]=[N-])(C)C. (3) Given the product [CH3:37][C:6]1[C:7]([C:8]2[C:9]([CH3:36])=[C:10]([CH:33]=[CH:34][CH:35]=2)[CH2:11][NH:12][C:13]2[CH:26]=[CH:25][C:16]3[C@H:17]([CH2:20][C:21]([OH:23])=[O:22])[CH2:18][O:19][C:15]=3[CH:14]=2)=[C:2]([CH3:1])[N:3]=[C:4]([N:38]2[CH2:43][CH2:42][O:41][CH2:40][CH2:39]2)[N:5]=1, predict the reactants needed to synthesize it. The reactants are: [CH3:1][C:2]1[C:7]([C:8]2[C:9]([CH3:36])=[C:10]([CH:33]=[CH:34][CH:35]=2)[CH2:11][N:12](C(=O)C(F)(F)F)[C:13]2[CH:26]=[CH:25][C:16]3[C@H:17]([CH2:20][C:21]([O:23]C)=[O:22])[CH2:18][O:19][C:15]=3[CH:14]=2)=[C:6]([CH3:37])[N:5]=[C:4]([N:38]2[CH2:43][CH2:42][O:41][CH2:40][CH2:39]2)[N:3]=1.[OH-].[Na+].Cl. (4) The reactants are: FC(F)(F)C(O)=O.[Cl:8][C:9]1[N:10]=[C:11]2[C:16]([NH:17]C(=O)OC(C)(C)C)=[N:15][C@@:14]([C:26]3[CH:31]=[C:30]([NH:32][C:33]([C:35]4[CH:40]=[CH:39][C:38]([F:41])=[CH:37][N:36]=4)=[O:34])[CH:29]=[CH:28][C:27]=3[F:42])([CH3:25])[CH2:13][N:12]2[C:43]=1[Cl:44]. Given the product [NH2:17][C:16]1[C:11]2[N:12]([C:43]([Cl:44])=[C:9]([Cl:8])[N:10]=2)[CH2:13][C@:14]([C:26]2[CH:31]=[C:30]([NH:32][C:33]([C:35]3[CH:40]=[CH:39][C:38]([F:41])=[CH:37][N:36]=3)=[O:34])[CH:29]=[CH:28][C:27]=2[F:42])([CH3:25])[N:15]=1, predict the reactants needed to synthesize it. (5) Given the product [N:23]1([C:21]2[N:20]=[CH:19][C:18]3[C:14]([CH:11]4[CH2:12][CH2:13][NH:8][CH2:9][CH2:10]4)=[CH:15][NH:16][C:17]=3[CH:22]=2)[CH2:24][CH2:25][O:26][CH2:27][CH2:28]1, predict the reactants needed to synthesize it. The reactants are: C(OC([N:8]1[CH2:13][CH2:12][CH:11]([C:14]2[C:18]3[CH:19]=[N:20][C:21]([N:23]4[CH2:28][CH2:27][O:26][CH2:25][CH2:24]4)=[CH:22][C:17]=3[NH:16][CH:15]=2)[CH2:10][CH2:9]1)=O)(C)(C)C.C(O)(C(F)(F)F)=O.C(Cl)Cl.